From a dataset of Peptide-MHC class I binding affinity with 185,985 pairs from IEDB/IMGT. Regression. Given a peptide amino acid sequence and an MHC pseudo amino acid sequence, predict their binding affinity value. This is MHC class I binding data. (1) The peptide sequence is FQAGMRLYF. The MHC is HLA-A26:02 with pseudo-sequence HLA-A26:02. The binding affinity (normalized) is 0.0847. (2) The peptide sequence is ILGFVFTLTV. The MHC is HLA-A02:17 with pseudo-sequence HLA-A02:17. The binding affinity (normalized) is 0.357. (3) The peptide sequence is QSAGFTAGL. The MHC is HLA-A02:02 with pseudo-sequence HLA-A02:02. The binding affinity (normalized) is 0.720.